From a dataset of NCI-60 drug combinations with 297,098 pairs across 59 cell lines. Regression. Given two drug SMILES strings and cell line genomic features, predict the synergy score measuring deviation from expected non-interaction effect. (1) Drug 1: CC12CCC3C(C1CCC2OP(=O)(O)O)CCC4=C3C=CC(=C4)OC(=O)N(CCCl)CCCl.[Na+]. Drug 2: COCCOC1=C(C=C2C(=C1)C(=NC=N2)NC3=CC=CC(=C3)C#C)OCCOC.Cl. Cell line: MDA-MB-435. Synergy scores: CSS=-9.26, Synergy_ZIP=10.5, Synergy_Bliss=12.7, Synergy_Loewe=-2.57, Synergy_HSA=-0.546. (2) Drug 1: CN1CCC(CC1)COC2=C(C=C3C(=C2)N=CN=C3NC4=C(C=C(C=C4)Br)F)OC. Drug 2: CC(C)NC(=O)C1=CC=C(C=C1)CNNC.Cl. Cell line: SK-MEL-28. Synergy scores: CSS=-8.59, Synergy_ZIP=3.25, Synergy_Bliss=1.21, Synergy_Loewe=-9.36, Synergy_HSA=-5.31.